This data is from Forward reaction prediction with 1.9M reactions from USPTO patents (1976-2016). The task is: Predict the product of the given reaction. (1) Given the reactants Br[CH2:2][C:3]([C:5]12[CH2:14][CH:9]3[CH2:10][CH:11]([CH2:13][CH:7]([CH2:8]3)[CH2:6]1)[CH2:12]2)=[O:4].[N:15]1[CH:20]=[CH:19][CH:18]=[CH:17][C:16]=1[SH:21].C(N(CC)CC)C, predict the reaction product. The product is: [C:5]12([C:3](=[O:4])[CH2:2][S:21][C:16]3[CH:17]=[CH:18][CH:19]=[CH:20][N:15]=3)[CH2:14][CH:9]3[CH2:10][CH:11]([CH2:13][CH:7]([CH2:8]3)[CH2:6]1)[CH2:12]2. (2) Given the reactants [Br:1][C:2]1[CH:3]=[CH:4][C:5]([N+:13]([O-:15])=[O:14])=[C:6]([CH:12]=1)[NH:7][CH2:8][CH:9]([CH3:11])[CH3:10].[CH:16]1(CN)[CH2:21]CCC[CH2:17]1, predict the reaction product. The product is: [Br:1][C:2]1[CH:3]=[CH:4][C:5]([N+:13]([O-:15])=[O:14])=[C:6]([CH:12]=1)[NH:7][CH2:8][CH:9]1[CH2:11][CH2:21][CH2:16][CH2:17][CH2:10]1. (3) Given the reactants [CH2:1]([C:4]1([CH2:17][CH2:18][CH2:19][CH3:20])[CH2:13][CH2:12][C:11]2[C:6](=[CH:7][CH:8]=[C:9]([O:14][CH3:15])[CH:10]=2)[C:5]1=[O:16])[CH:2]=[CH2:3].C1(=O)C=CC(=[O:27])C=C1.O.Cl(O)(=O)(=O)=O, predict the reaction product. The product is: [CH2:17]([C:4]1([CH2:1][C:2](=[O:27])[CH3:3])[CH2:13][CH2:12][C:11]2[C:6](=[CH:7][CH:8]=[C:9]([O:14][CH3:15])[CH:10]=2)[C:5]1=[O:16])[CH2:18][CH2:19][CH3:20].